Dataset: Full USPTO retrosynthesis dataset with 1.9M reactions from patents (1976-2016). Task: Predict the reactants needed to synthesize the given product. (1) Given the product [ClH:5].[NH2:42][C:37]1[N:36]=[C:35]([NH:34][C:31]2[CH:30]=[CH:29][C:28]([NH:27][C:25](=[O:26])[C:24]3[CH:43]=[CH:44][C:21]([NH:20][C:6]4[C:15]5[C:10](=[CH:11][C:12]([N:16]([CH3:18])[CH3:17])=[CH:13][CH:14]=5)[N:9]=[CH:8][CH:7]=4)=[CH:22][CH:23]=3)=[CH:33][CH:32]=2)[CH:40]=[C:39]([CH3:41])[N:38]=1, predict the reactants needed to synthesize it. The reactants are: CCO.Cl.[Cl:5][C:6]1[C:15]2[C:10](=[CH:11][C:12]([N:16]([CH3:18])[CH3:17])=[CH:13][CH:14]=2)[N:9]=[CH:8][CH:7]=1.Cl.[NH2:20][C:21]1[CH:44]=[CH:43][C:24]([C:25]([NH:27][C:28]2[CH:33]=[CH:32][C:31]([NH:34][C:35]3[CH:40]=[C:39]([CH3:41])[N:38]=[C:37]([NH2:42])[N:36]=3)=[CH:30][CH:29]=2)=[O:26])=[CH:23][CH:22]=1. (2) The reactants are: [CH2:1]([Li])CCC.C1COCC1.[I-].C[P+](C1C=CC=CC=1)(C1C=CC=CC=1)C1C=CC=CC=1.[F:32][C:33]1[C:45]([CH:46]=O)=[C:44]([F:48])[CH:43]=[CH:42][C:34]=1[C:35]([O:37][C:38]([CH3:41])([CH3:40])[CH3:39])=[O:36].[Cl-].[NH4+]. Given the product [F:32][C:33]1[C:45]([CH:46]=[CH2:1])=[C:44]([F:48])[CH:43]=[CH:42][C:34]=1[C:35]([O:37][C:38]([CH3:41])([CH3:40])[CH3:39])=[O:36], predict the reactants needed to synthesize it. (3) Given the product [Br:1][C:2]1[CH:3]=[CH:4][C:5]([Cl:20])=[C:6]([C:8]2[C:17]3[C:12](=[CH:13][CH:14]=[CH:15][CH:16]=3)[CH:11]=[C:10]([C:18]([OH:21])=[O:19])[N:9]=2)[CH:7]=1, predict the reactants needed to synthesize it. The reactants are: [Br:1][C:2]1[CH:3]=[CH:4][C:5]([Cl:20])=[C:6]([C:8]2[C:17]3[C:12](=[CH:13][CH:14]=[CH:15][CH:16]=3)[CH:11]=[C:10]([CH:18]=[O:19])[N:9]=2)[CH:7]=1.[OH-:21].[Na+]. (4) The reactants are: [F:1][C:2]([F:18])([C:9]([F:17])([F:16])[C:10]([F:15])([F:14])[CH:11]([F:13])[F:12])[CH2:3][O:4][CH2:5][CH:6]1[O:8][CH2:7]1.[NH:19]1[CH2:24][CH2:23][O:22][CH2:21][CH2:20]1. Given the product [O:22]1[CH2:23][CH2:24][N:19]([CH2:7][CH:6]([OH:8])[CH2:5][O:4][CH2:3][C:2]([F:18])([F:1])[C:9]([F:17])([F:16])[C:10]([F:15])([F:14])[CH:11]([F:13])[F:12])[CH2:20][CH2:21]1, predict the reactants needed to synthesize it. (5) Given the product [F:1][C:2]1[C:7]([O:8][Si:27]([CH3:34])([CH3:33])[CH3:26])=[C:6]([F:9])[C:5]([F:10])=[C:4]([F:11])[C:3]=1[F:12], predict the reactants needed to synthesize it. The reactants are: [F:1][C:2]1[C:7]([OH:8])=[C:6]([F:9])[C:5]([F:10])=[C:4]([F:11])[C:3]=1[F:12].S1(C2C(=CC=CC=2)C(=O)N1)(=O)=O.[Na].[CH3:26][Si:27]([CH3:34])([CH3:33])N[Si:27]([CH3:34])([CH3:33])[CH3:26]. (6) Given the product [C:7]([C:6]1[C:5]([CH3:9])=[C:4]([CH3:10])[S:3][C:2]=1[NH:1][C:20]([NH:19][C:11](=[O:18])[C:12]1[CH:13]=[CH:14][CH:15]=[CH:16][CH:17]=1)=[O:21])#[N:8], predict the reactants needed to synthesize it. The reactants are: [NH2:1][C:2]1[S:3][C:4]([CH3:10])=[C:5]([CH3:9])[C:6]=1[C:7]#[N:8].[C:11]([N:19]=[C:20]=[O:21])(=[O:18])[C:12]1[CH:17]=[CH:16][CH:15]=[CH:14][CH:13]=1.